From a dataset of Forward reaction prediction with 1.9M reactions from USPTO patents (1976-2016). Predict the product of the given reaction. (1) Given the reactants Br.Br[CH2:3][C:4]([C:6]1[CH:7]=[N:8][CH:9]=[CH:10][CH:11]=1)=O.[NH2:12][C:13]([NH2:15])=[S:14].C([O-])([O-])=O.[K+].[K+], predict the reaction product. The product is: [N:8]1[CH:9]=[CH:10][CH:11]=[C:6]([C:4]2[N:12]=[C:13]([NH2:15])[S:14][CH:3]=2)[CH:7]=1. (2) Given the reactants C(N(CC)CC)C.[S:8](Cl)([CH3:11])(=[O:10])=[O:9].[OH:13][CH:14]1[CH2:17][C:16]2([CH2:21][CH2:20][N:19]([C:22]([O:24][C:25]([CH3:28])([CH3:27])[CH3:26])=[O:23])[CH2:18]2)[CH2:15]1, predict the reaction product. The product is: [CH3:11][S:8]([O:13][CH:14]1[CH2:15][C:16]2([CH2:21][CH2:20][N:19]([C:22]([O:24][C:25]([CH3:28])([CH3:27])[CH3:26])=[O:23])[CH2:18]2)[CH2:17]1)(=[O:10])=[O:9]. (3) Given the reactants Br[C:2]1[CH:3]=[C:4]([C:17]([NH:19][CH2:20][C:21]2[C:22](=[O:29])[NH:23][C:24]([CH3:28])=[CH:25][C:26]=2[CH3:27])=[O:18])[C:5]2[CH:10]=[N:9][N:8]([CH:11]3[CH2:16][CH2:15][CH2:14][CH2:13][CH2:12]3)[C:6]=2[N:7]=1.[CH3:30][C:31]1([CH3:48])[CH2:36][C:35](B2OC(C)(C)C(C)(C)O2)=[CH:34][C:33]([CH3:47])([CH3:46])[NH:32]1.C([O-])([O-])=O.[Na+].[Na+].CCOC(C)=O, predict the reaction product. The product is: [CH:11]1([N:8]2[C:6]3[N:7]=[C:2]([C:35]4[CH2:34][C:33]([CH3:47])([CH3:46])[NH:32][C:31]([CH3:48])([CH3:30])[CH:36]=4)[CH:3]=[C:4]([C:17]([NH:19][CH2:20][C:21]4[C:22](=[O:29])[NH:23][C:24]([CH3:28])=[CH:25][C:26]=4[CH3:27])=[O:18])[C:5]=3[CH:10]=[N:9]2)[CH2:16][CH2:15][CH2:14][CH2:13][CH2:12]1. (4) Given the reactants Br[C:2]1[N:6]2[CH:7]=[CH:8][N:9]=[C:10]([NH2:11])[C:5]2=[C:4]([C:12]2[CH:17]=[CH:16][C:15]([O:18][C:19]3[CH:24]=[CH:23][CH:22]=[CH:21][CH:20]=3)=[CH:14][CH:13]=2)[N:3]=1.[NH:25]1[CH:29]=[CH:28][C:27](B(O)O)=[N:26]1.C(=O)([O-])[O-].[K+].[K+].COCCOC.O, predict the reaction product. The product is: [O:18]([C:15]1[CH:16]=[CH:17][C:12]([C:4]2[N:3]=[C:2]([C:29]3[CH:28]=[CH:27][NH:26][N:25]=3)[N:6]3[CH:7]=[CH:8][N:9]=[C:10]([NH2:11])[C:5]=23)=[CH:13][CH:14]=1)[C:19]1[CH:24]=[CH:23][CH:22]=[CH:21][CH:20]=1. (5) Given the reactants [NH2:1][CH2:2][CH2:3][CH2:4][C:5]1[CH:11]=[CH:10][C:8]([NH2:9])=[CH:7][CH:6]=1.Cl[C:13]1[C:14]2[C:21]([C:22]3[CH:27]=[CH:26][C:25]([F:28])=[CH:24][CH:23]=3)=[CH:20][S:19][C:15]=2[N:16]=[CH:17][N:18]=1.C(=O)([O-])[O-].[K+].[K+], predict the reaction product. The product is: [NH2:9][C:8]1[CH:7]=[CH:6][C:5]([CH2:4][CH2:3][CH2:2][NH:1][C:13]2[C:14]3[C:21]([C:22]4[CH:27]=[CH:26][C:25]([F:28])=[CH:24][CH:23]=4)=[CH:20][S:19][C:15]=3[N:16]=[CH:17][N:18]=2)=[CH:11][CH:10]=1.